The task is: Predict the reactants needed to synthesize the given product.. This data is from Full USPTO retrosynthesis dataset with 1.9M reactions from patents (1976-2016). (1) Given the product [ClH:26].[NH2:7][C@:8]1([C:13]([NH:14][S:15]([C:18]2([C:21]([CH3:23])=[CH2:22])[CH2:20][CH2:19]2)(=[O:17])=[O:16])=[O:24])[CH2:10][C@H:9]1[CH:11]=[CH2:12], predict the reactants needed to synthesize it. The reactants are: C(OC(=O)[NH:7][C@:8]1([C:13](=[O:24])[NH:14][S:15]([C:18]2([C:21]([CH3:23])=[CH2:22])[CH2:20][CH2:19]2)(=[O:17])=[O:16])[CH2:10][C@H:9]1[CH:11]=[CH2:12])(C)(C)C.[ClH:26]. (2) Given the product [NH:21]1[CH2:28][C@H:27]([OH:10])[CH2:26][C@H:22]1[C:23]([OH:25])=[O:24], predict the reactants needed to synthesize it. The reactants are: C1C([C@@H](O)[C@H](NC(C(Cl)Cl)=O)C[OH:10])=CC=C([N+]([O-])=O)C=1.[NH:21]1[CH2:28][CH2:27][CH2:26][C@H:22]1[C:23]([OH:25])=[O:24]. (3) Given the product [Br:36][C:34]1[CH:33]=[CH:32][C:31]([F:37])=[C:30]([C@@:2]2([NH:1][C:47]([NH:46][C:38](=[O:45])[C:39]3[CH:40]=[CH:41][CH:42]=[CH:43][CH:44]=3)=[S:48])[C@H:3]([CH2:28][OH:29])[C@@H:4]([CH2:7][O:8][C:9]([C:16]3[CH:21]=[CH:20][CH:19]=[CH:18][CH:17]=3)([C:22]3[CH:27]=[CH:26][CH:25]=[CH:24][CH:23]=3)[C:10]3[CH:11]=[CH:12][CH:13]=[CH:14][CH:15]=3)[O:5][CH2:6]2)[CH:35]=1, predict the reactants needed to synthesize it. The reactants are: [NH2:1][C@@:2]1([C:30]2[CH:35]=[C:34]([Br:36])[CH:33]=[CH:32][C:31]=2[F:37])[CH2:6][O:5][C@H:4]([CH2:7][O:8][C:9]([C:22]2[CH:27]=[CH:26][CH:25]=[CH:24][CH:23]=2)([C:16]2[CH:21]=[CH:20][CH:19]=[CH:18][CH:17]=2)[C:10]2[CH:15]=[CH:14][CH:13]=[CH:12][CH:11]=2)[C@H:3]1[CH2:28][OH:29].[C:38]([N:46]=[C:47]=[S:48])(=[O:45])[C:39]1[CH:44]=[CH:43][CH:42]=[CH:41][CH:40]=1.C(=O)(O)[O-].[Na+]. (4) The reactants are: [C:1]([C:3]1[CH:4]=[C:5]([CH2:9][C:10]([OH:12])=O)[CH:6]=[CH:7][CH:8]=1)#[N:2].S(Cl)([Cl:15])=O. Given the product [C:1]([C:3]1[CH:4]=[C:5]([CH2:9][C:10]([Cl:15])=[O:12])[CH:6]=[CH:7][CH:8]=1)#[N:2], predict the reactants needed to synthesize it. (5) The reactants are: C(O)(C(F)(F)F)=O.C(OC(=O)[NH:14][C:15]1([C:18]2[CH:23]=[CH:22][CH:21]=[CH:20][CH:19]=2)[CH2:17][CH2:16]1)(C)(C)C. Given the product [C:18]1([C:15]2([NH2:14])[CH2:17][CH2:16]2)[CH:23]=[CH:22][CH:21]=[CH:20][CH:19]=1, predict the reactants needed to synthesize it.